From a dataset of NCI-60 drug combinations with 297,098 pairs across 59 cell lines. Regression. Given two drug SMILES strings and cell line genomic features, predict the synergy score measuring deviation from expected non-interaction effect. Drug 1: C1CCN(CC1)CCOC2=CC=C(C=C2)C(=O)C3=C(SC4=C3C=CC(=C4)O)C5=CC=C(C=C5)O. Drug 2: CC1C(C(CC(O1)OC2CC(OC(C2O)C)OC3=CC4=CC5=C(C(=O)C(C(C5)C(C(=O)C(C(C)O)O)OC)OC6CC(C(C(O6)C)O)OC7CC(C(C(O7)C)O)OC8CC(C(C(O8)C)O)(C)O)C(=C4C(=C3C)O)O)O)O. Cell line: MDA-MB-231. Synergy scores: CSS=13.1, Synergy_ZIP=2.49, Synergy_Bliss=10.2, Synergy_Loewe=3.29, Synergy_HSA=5.79.